This data is from Reaction yield outcomes from USPTO patents with 853,638 reactions. The task is: Predict the reaction yield, written as a fraction of the theoretical maximum amount of product (1.0 means a 100% yield; for example, 0.34 means a 34% yield). The reactants are Br[C:2]1[CH:3]=[C:4]([NH:10][C:11]2[CH:16]=[CH:15][C:14]([S:17]([CH3:20])(=[O:19])=[O:18])=[CH:13][N:12]=2)[C:5](=[O:9])[N:6]([CH3:8])[CH:7]=1.[C:21]([O:24][CH2:25][C:26]1[C:27]([N:41]2[CH2:53][CH2:52][N:44]3[C:45]4[CH2:46][CH2:47][CH2:48][CH2:49][C:50]=4[CH:51]=[C:43]3[C:42]2=[O:54])=[N:28][CH:29]=[CH:30][C:31]=1B1OC(C)(C)C(C)(C)O1)(=[O:23])[CH3:22].[O-]P([O-])([O-])=O.[K+].[K+].[K+].CC([O-])=O.[Na+]. The catalyst is CC#N.O.C1C=CC(P(C2C=CC=CC=2)[C-]2C=CC=C2)=CC=1.C1C=CC(P(C2C=CC=CC=2)[C-]2C=CC=C2)=CC=1.Cl[Pd]Cl.[Fe+2]. The product is [C:21]([O:24][CH2:25][C:26]1[C:27]([N:41]2[CH2:53][CH2:52][N:44]3[C:45]4[CH2:46][CH2:47][CH2:48][CH2:49][C:50]=4[CH:51]=[C:43]3[C:42]2=[O:54])=[N:28][CH:29]=[CH:30][C:31]=1[C:2]1[CH:3]=[C:4]([NH:10][C:11]2[CH:16]=[CH:15][C:14]([S:17]([CH3:20])(=[O:19])=[O:18])=[CH:13][N:12]=2)[C:5](=[O:9])[N:6]([CH3:8])[CH:7]=1)(=[O:23])[CH3:22]. The yield is 0.400.